This data is from Catalyst prediction with 721,799 reactions and 888 catalyst types from USPTO. The task is: Predict which catalyst facilitates the given reaction. (1) Reactant: [F:1][C:2]1[CH:3]=[CH:4][C:5]([O:18][CH3:19])=[C:6]([C:8]2[CH:13]=[CH:12][N:11]=[C:10]3[NH:14][CH:15]=[C:16]([I:17])[C:9]=23)[CH:7]=1.[H-].[Na+].[CH3:22][Si:23]([CH3:30])([CH3:29])[CH2:24][CH2:25][O:26][CH2:27]Cl. Product: [F:1][C:2]1[CH:3]=[CH:4][C:5]([O:18][CH3:19])=[C:6]([C:8]2[CH:13]=[CH:12][N:11]=[C:10]3[N:14]([CH2:27][O:26][CH2:25][CH2:24][Si:23]([CH3:30])([CH3:29])[CH3:22])[CH:15]=[C:16]([I:17])[C:9]=23)[CH:7]=1. The catalyst class is: 7. (2) Reactant: C(OC([N:8]1[CH2:13][CH2:12][C@@H:11]([C:14]2[CH:19]=[CH:18][N:17]([CH3:20])[C:16](=[O:21])[CH:15]=2)[C@H:10]([C:22]2[CH:27]=[CH:26][C:25]([C:28]3[CH:33]=[CH:32][CH:31]=[CH:30][C:29]=3[CH2:34][CH2:35][NH:36][C:37]([O:39][CH3:40])=[O:38])=[CH:24][C:23]=2[Cl:41])[CH2:9]1)=O)(C)(C)C.Cl.O1CCOCC1. The catalyst class is: 2. Product: [Cl:41][C:23]1[CH:24]=[C:25]([C:28]2[CH:33]=[CH:32][CH:31]=[CH:30][C:29]=2[CH2:34][CH2:35][NH:36][C:37](=[O:38])[O:39][CH3:40])[CH:26]=[CH:27][C:22]=1[C@H:10]1[C@H:11]([C:14]2[CH:19]=[CH:18][N:17]([CH3:20])[C:16](=[O:21])[CH:15]=2)[CH2:12][CH2:13][NH:8][CH2:9]1. (3) Reactant: Cl.[Cl:2][C:3]1[CH:8]=[CH:7][CH:6]=[C:5]([Cl:9])[C:4]=1[C:10]1[C:18]2[O:17][CH:16](NC)[CH2:15][C:14]=2[CH:13]=[CH:12][CH:11]=1.[CH:21]([N:24]([CH:27](C)C)CC)(C)[CH3:22].C(OC(=O)C)(=[O:32])C. Product: [Cl:9][C:5]1[CH:6]=[CH:7][CH:8]=[C:3]([Cl:2])[C:4]=1[C:10]1[C:18]2[O:17][CH:16]([CH2:27][NH:24][C:21](=[O:32])[CH3:22])[CH2:15][C:14]=2[CH:13]=[CH:12][CH:11]=1. The catalyst class is: 2. (4) Reactant: Br[C:2]1[CH:11]=[C:10]2[C:5]([CH2:6][CH:7]([CH3:26])[N:8]([C:12]3[CH:17]=[C:16]([N:18]4[CH2:23][CH2:22][N:21]([CH3:24])[CH2:20][CH2:19]4)[N:15]=[C:14]([NH2:25])[N:13]=3)[CH2:9]2)=[CH:4][CH:3]=1.[CH:27]1([N:30]2[CH2:38][C:37]3[C:32](=[CH:33][CH:34]=[C:35](B4OC(C)(C)C(C)(C)O4)[CH:36]=3)[C:31]2=[O:48])[CH2:29][CH2:28]1.C(=O)([O-])[O-].[K+].[K+].ClCCl. Product: [NH2:25][C:14]1[N:13]=[C:12]([N:8]2[CH:7]([CH3:26])[CH2:6][C:5]3[C:10](=[CH:11][C:2]([C:35]4[CH:36]=[C:37]5[C:32](=[CH:33][CH:34]=4)[C:31](=[O:48])[N:30]([CH:27]4[CH2:29][CH2:28]4)[CH2:38]5)=[CH:3][CH:4]=3)[CH2:9]2)[CH:17]=[C:16]([N:18]2[CH2:19][CH2:20][N:21]([CH3:24])[CH2:22][CH2:23]2)[N:15]=1. The catalyst class is: 38. (5) The catalyst class is: 11. Product: [CH3:1][O:2][C:3](=[O:16])[C:4]([C:7]1[CH:12]=[CH:11][C:10]([CH2:13][CH2:14][Cl:19])=[CH:9][CH:8]=1)([CH3:6])[CH3:5]. Reactant: [CH3:1][O:2][C:3](=[O:16])[C:4]([C:7]1[CH:12]=[CH:11][C:10]([CH2:13][CH2:14]O)=[CH:9][CH:8]=1)([CH3:6])[CH3:5].S(Cl)([Cl:19])=O.ClCCl.